This data is from Full USPTO retrosynthesis dataset with 1.9M reactions from patents (1976-2016). The task is: Predict the reactants needed to synthesize the given product. Given the product [OH:1][CH2:2][C@@H:3]1[CH2:4][CH2:5][C@H:6]([C:9]([O:11][CH2:17][CH3:18])=[O:10])[CH2:7][CH2:8]1, predict the reactants needed to synthesize it. The reactants are: [OH:1][CH2:2][C@@H:3]1[CH2:8][CH2:7][C@H:6]([C:9]([OH:11])=[O:10])[CH2:5][CH2:4]1.S(=O)(=O)(O)O.[CH2:17](O)[CH3:18].